This data is from NCI-60 drug combinations with 297,098 pairs across 59 cell lines. The task is: Regression. Given two drug SMILES strings and cell line genomic features, predict the synergy score measuring deviation from expected non-interaction effect. (1) Drug 1: C1CN1C2=NC(=NC(=N2)N3CC3)N4CC4. Drug 2: C1CN(P(=O)(OC1)NCCCl)CCCl. Cell line: NCI-H522. Synergy scores: CSS=31.1, Synergy_ZIP=-7.77, Synergy_Bliss=-0.381, Synergy_Loewe=-22.3, Synergy_HSA=0.636. (2) Drug 1: CC12CCC3C(C1CCC2NC(=O)OCC(F)(F)F)CCC4C3(C=CC(=O)N4C)C. Drug 2: CC1OCC2C(O1)C(C(C(O2)OC3C4COC(=O)C4C(C5=CC6=C(C=C35)OCO6)C7=CC(=C(C(=C7)OC)O)OC)O)O. Cell line: NCIH23. Synergy scores: CSS=56.7, Synergy_ZIP=3.15, Synergy_Bliss=0.782, Synergy_Loewe=1.39, Synergy_HSA=2.69. (3) Drug 1: C1=NC2=C(N1)C(=S)N=CN2. Drug 2: C1C(C(OC1N2C=NC3=C2NC=NCC3O)CO)O. Cell line: HOP-92. Synergy scores: CSS=19.9, Synergy_ZIP=-4.41, Synergy_Bliss=2.98, Synergy_Loewe=-7.54, Synergy_HSA=1.41. (4) Drug 1: CN1C(=O)N2C=NC(=C2N=N1)C(=O)N. Drug 2: CC1=C(N=C(N=C1N)C(CC(=O)N)NCC(C(=O)N)N)C(=O)NC(C(C2=CN=CN2)OC3C(C(C(C(O3)CO)O)O)OC4C(C(C(C(O4)CO)O)OC(=O)N)O)C(=O)NC(C)C(C(C)C(=O)NC(C(C)O)C(=O)NCCC5=NC(=CS5)C6=NC(=CS6)C(=O)NCCC[S+](C)C)O. Cell line: SW-620. Synergy scores: CSS=16.2, Synergy_ZIP=-2.84, Synergy_Bliss=-1.08, Synergy_Loewe=-37.5, Synergy_HSA=1.37. (5) Drug 1: CC12CCC3C(C1CCC2=O)CC(=C)C4=CC(=O)C=CC34C. Drug 2: C1=C(C(=O)NC(=O)N1)N(CCCl)CCCl. Cell line: SR. Synergy scores: CSS=87.0, Synergy_ZIP=4.80, Synergy_Bliss=4.84, Synergy_Loewe=4.78, Synergy_HSA=5.64. (6) Drug 1: CC1CCC2CC(C(=CC=CC=CC(CC(C(=O)C(C(C(=CC(C(=O)CC(OC(=O)C3CCCCN3C(=O)C(=O)C1(O2)O)C(C)CC4CCC(C(C4)OC)OCCO)C)C)O)OC)C)C)C)OC. Drug 2: COCCOC1=C(C=C2C(=C1)C(=NC=N2)NC3=CC=CC(=C3)C#C)OCCOC.Cl. Cell line: K-562. Synergy scores: CSS=15.4, Synergy_ZIP=-3.19, Synergy_Bliss=0.322, Synergy_Loewe=-59.4, Synergy_HSA=0.311. (7) Drug 1: C1=C(C(=O)NC(=O)N1)N(CCCl)CCCl. Drug 2: CC1=C2C(C(=O)C3(C(CC4C(C3C(C(C2(C)C)(CC1OC(=O)C(C(C5=CC=CC=C5)NC(=O)OC(C)(C)C)O)O)OC(=O)C6=CC=CC=C6)(CO4)OC(=O)C)O)C)O. Cell line: HCT116. Synergy scores: CSS=37.9, Synergy_ZIP=-1.92, Synergy_Bliss=-1.69, Synergy_Loewe=-9.34, Synergy_HSA=0.494.